This data is from Full USPTO retrosynthesis dataset with 1.9M reactions from patents (1976-2016). The task is: Predict the reactants needed to synthesize the given product. Given the product [O:18]1[CH:22]=[CH:21][CH:20]=[C:19]1[CH2:23][S:24]([CH2:27][C:28]1[S:29][CH:2]=[C:3]([C:5]2[C:10](=[O:11])[NH:9][C:8]([CH3:12])=[C:7]([C:13]([O:15][CH2:16][CH3:17])=[O:14])[CH:6]=2)[N:30]=1)(=[O:25])=[O:26], predict the reactants needed to synthesize it. The reactants are: Br[CH2:2][C:3]([C:5]1[C:10](=[O:11])[NH:9][C:8]([CH3:12])=[C:7]([C:13]([O:15][CH2:16][CH3:17])=[O:14])[CH:6]=1)=O.[O:18]1[CH:22]=[CH:21][CH:20]=[C:19]1[CH2:23][S:24]([CH2:27][C:28]([NH2:30])=[S:29])(=[O:26])=[O:25].